Dataset: Catalyst prediction with 721,799 reactions and 888 catalyst types from USPTO. Task: Predict which catalyst facilitates the given reaction. (1) Reactant: [CH2:1]1[CH2:5][O:4][CH2:3][CH2:2]1.[OH:6][C:7]1[CH:20]=[CH:19][C:18]2[C:17](=[O:21])[C:16]3[C:11](=[CH:12][CH:13]=[C:14]([OH:22])[CH:15]=3)[C:10](=[O:23])[C:9]=2[CH:8]=1.[C:24](Cl)(=[O:42])[CH2:25][CH2:26][CH2:27][CH2:28][CH2:29][CH2:30][CH2:31][CH2:32][CH2:33][CH2:34][CH2:35][CH2:36][CH2:37][CH2:38][CH2:39][CH2:40][CH3:41]. Product: [C:24]([O:6][C:7]1[CH:20]=[CH:19][C:18]2[C:17](=[O:21])[C:16]3[C:11](=[CH:12][CH:13]=[C:14]([O:22][C:3](=[O:4])[CH2:2][CH2:1][CH2:5][CH2:10][CH2:11][CH2:12][CH2:13][CH2:14][CH2:15][CH2:16][CH2:17][CH2:18][CH2:9][CH2:8][CH2:7][CH2:20][CH3:19])[CH:15]=3)[C:10](=[O:23])[C:9]=2[CH:8]=1)(=[O:42])[CH2:25][CH2:26][CH2:27][CH2:28][CH2:29][CH2:30][CH2:31][CH2:32][CH2:33][CH2:34][CH2:35][CH2:36][CH2:37][CH2:38][CH2:39][CH2:40][CH3:41]. The catalyst class is: 66. (2) Reactant: [NH2:1][C:2]1[C:7]([N+:8]([O-:10])=[O:9])=[CH:6][CH:5]=[C:4](Cl)[N:3]=1.C([O-])([O-])=O.[Na+].[Na+].[CH3:18][N:19]1[CH:23]=[CH:22][C:21](B2OC(C)(C)C(C)(C)O2)=[N:20]1. Product: [CH3:18][N:19]1[CH:23]=[CH:22][C:21]([C:4]2[N:3]=[C:2]([NH2:1])[C:7]([N+:8]([O-:10])=[O:9])=[CH:6][CH:5]=2)=[N:20]1. The catalyst class is: 669. (3) Reactant: [O:1]=[S:2]1(=[O:40])[CH2:6][CH2:5][CH:4]=[C:3]1[C:7]1[CH:39]=[CH:38][C:10]2[NH:11][C:12]([C:17]3[C:18](=[O:37])[N:19]([CH2:29][C:30]4[CH:35]=[CH:34][C:33]([F:36])=[CH:32][CH:31]=4)[C@@H:20]4[C@H:25]([C:26]=3[OH:27])[C@@H:24]3[CH2:28][C@H:21]4[CH2:22][CH2:23]3)=[N:13][S:14](=[O:16])(=[O:15])[C:9]=2[CH:8]=1. Product: [O:40]=[S:2]1(=[O:1])[CH2:6][CH2:5][CH2:4][CH:3]1[C:7]1[CH:39]=[CH:38][C:10]2[NH:11][C:12]([C:17]3[C:18](=[O:37])[N:19]([CH2:29][C:30]4[CH:31]=[CH:32][C:33]([F:36])=[CH:34][CH:35]=4)[C@@H:20]4[C@H:25]([C:26]=3[OH:27])[C@@H:24]3[CH2:28][C@H:21]4[CH2:22][CH2:23]3)=[N:13][S:14](=[O:15])(=[O:16])[C:9]=2[CH:8]=1.[O:40]=[S:2]1(=[O:1])[CH2:6][CH2:5][CH2:4][CH:3]1[C:7]1[CH:39]=[CH:38][C:10]2[NH:11][C:12]([C@@:21]34[CH2:28][C@H:24]([CH2:23][CH2:22]3)[C@@H:25]3[C@@H:20]4[N:19]([CH2:29][C:30]4[CH:35]=[CH:34][C:33]([F:36])=[CH:32][CH:31]=4)[C:18](=[O:37])[CH:17]=[C:26]3[OH:27])=[N:13][S:14](=[O:15])(=[O:16])[C:9]=2[CH:8]=1. The catalyst class is: 19.